This data is from Antibody developability classification from SAbDab with 2,409 antibodies. The task is: Regression/Classification. Given an antibody's heavy chain and light chain sequences, predict its developability. TAP uses regression for 5 developability metrics; SAbDab uses binary classification. (1) The antibody is ['EVKLQQSGPELVKPGASVKISCKASGYSFTSYYIHWVKQRPGQGLEWIGWVFPGSGNTKYNEKFKGKATLTADTSSSTAYMQLSSLTSEDSAVYFCARGNYDRAWFAYWGQGTLVTVSA', 'DIVITQSPKFMSTSVGDRVSITCKASQDVSTAVAWFQQKPGQSPKLLIYSASYRYTGVPDRFTGSGSGTDFTFTISSVQAEDLAVYYCQQHYSTPWTFGGGTKLEIK']. Result: 0 (not developable). (2) The antibody is ['DVQLQESGPGLVAPSQSLSITCTVSGFSLTDYGVNWVRQSPGKGLEWLGVIWGDGITDYNSALKSRLSVTKDNSKSQVFLKMNSLQSGDSARYYCVTGLFDYWGQGTTLTVSS', 'DAVVTQESALTTSPGETVTLTCRSSTGAVTTSNYASWVQEKPDHLFTGLIGGTNNRAPGVPARFSGSLIGDKAALTITGAQTEDEAIYFCALWYSNHWVFGGGTKLTVL']. Result: 0 (not developable). (3) The antibody is ['EVKLVESGGGLVQPGGSLRLSCATSGFSFTDYYMAWVRQPPGKALEWLAFIRNKANGYTTDYSASVKGRFTISRDNSQSILYLQMNTLRAEDSATYYCARGDYYGAWFAYWGQGTLVTVSA', 'QVLMTQTPLSLPVSLGDQASISCRSSQSIVHSNGNTYLEWYLQKPGQSPKLLIYKVSNRFSGVPDRFSGSGSGTDFTLKISRVEAEDLGVYYCFQGSHVPYTFGGGTKLEIK']. Result: 0 (not developable). (4) The antibody is ['QVQLQQPGAELVKPGASVKMSCKASGYTFTSYNMHWVKQTPGRGLEWIGAIYPGNGDTSYNQKFKGKATLTADKSSSTAYMQLSSLTSEDSAVYYCARSTYYGGDWYFNVWGAGTTVTVSA', 'QIVLSQSPAILSASPGEKVTMTCRASSSVSYIHWFQQKPGSSPKPWIYATSNLASGVPVRFSGSGSGTSYSLTISRVEAEDAATYYCQQWTSNPPTFGGGTKLEIK']. Result: 0 (not developable). (5) The antibody is ['EVTLKESGPVLVKPTETLTLTCTVSGFSLSTYGVGVGWIRQPPGKALEWLAHIWWDDVKRYNPALKSRLTISKDTSKSQVVLTMTNMDPVDTATYYCARLGSDYDVWFDYWGQGTLVTVSS', 'EIVLTQSPATLSLSPGERATLSCRASKSISKYLAWYQQKPGQAPRLLIYSGSTLQSGIPARFSGSGSGTDFTLTISSLEPEDFAVYYCQQHDYPYTFGQGTKLEIKRTV']. Result: 0 (not developable). (6) The antibody is ['EVTLKESGPGLLKPSQTLSLTCSFSGFSIRTSKVGVSWIRQPSGKGLEWLAHIYWDDDKRYNPSLESRLTISKDTSRDMVFMKITSVDTADTATYYCARRGFYGRKYEVNHFDYWGQGTTLTVSS', 'DVLMTQTPLSLPVNLGEQASISCRSSQSIVHSNGHTYLEWYLQRPGQSPKLLIYQVSTRFSGVPDRFSGSGSGTDFTLRISRVEAEDLGVYYCFQASLVPLTFGAGTKLELK']. Result: 0 (not developable). (7) The antibody is ['2atk', 'PROT_7E7F8549']. Result: 0 (not developable).